From a dataset of Cav3 T-type calcium channel HTS with 100,875 compounds. Binary Classification. Given a drug SMILES string, predict its activity (active/inactive) in a high-throughput screening assay against a specified biological target. (1) The drug is O(c1c(C2C(=C(NC(=C2C(OC)=O)C)C)C(OC)=O)cccc1)Cc1[n+](onc1C)[O-]. The result is 0 (inactive). (2) The drug is O=C(NCCCCC)Cc1ccc(OC)cc1. The result is 0 (inactive). (3) The compound is Clc1cc(c2n(CC=C)c(SCC(O)=O)nn2)ccc1. The result is 0 (inactive).